Dataset: CYP3A4 inhibition data for predicting drug metabolism from PubChem BioAssay. Task: Regression/Classification. Given a drug SMILES string, predict its absorption, distribution, metabolism, or excretion properties. Task type varies by dataset: regression for continuous measurements (e.g., permeability, clearance, half-life) or binary classification for categorical outcomes (e.g., BBB penetration, CYP inhibition). Dataset: cyp3a4_veith. The compound is Clc1ccc(-c2nnc(-c3cccc4ccccc34)o2)cc1Cl. The result is 0 (non-inhibitor).